Dataset: Forward reaction prediction with 1.9M reactions from USPTO patents (1976-2016). Task: Predict the product of the given reaction. Given the reactants [Br-:1].[NH2:2][C:3]1[S:4][C:5]([CH3:17])=[CH:6][N+:7]=1[CH2:8][C:9](=O)[CH2:10][C:11]([O:13][CH2:14][CH3:15])=[O:12], predict the reaction product. The product is: [BrH:1].[CH3:17][C:5]1[S:4][C:3]2=[N:2][C:9]([CH2:10][C:11]([O:13][CH2:14][CH3:15])=[O:12])=[CH:8][N:7]2[CH:6]=1.